Dataset: In vitro SARS-CoV-2 activity screen of 1,480 approved drugs from Prestwick library. Task: Binary Classification. Given a drug SMILES string, predict its activity (active/inactive) in a high-throughput screening assay against a specified biological target. (1) The drug is CCN(CC)C(=O)Nc1ccc(OCC(O)CNC(C)(C)C)c(C(C)=O)c1.Cl. The result is 0 (inactive). (2) The drug is NCCC[C@H](N)CC(=O)N[C@H]1CNC(=O)[C@H]([C@H]2C[C@H](O)NC(N)=N2)NC(=O)/C(=C/NC(N)=O)NC(=O)[C@H](CO)NC(=O)[C@H](CO)NC1=O.O=S(=O)(O)O. The result is 0 (inactive).